This data is from Aqueous solubility values for 9,982 compounds from the AqSolDB database. The task is: Regression/Classification. Given a drug SMILES string, predict its absorption, distribution, metabolism, or excretion properties. Task type varies by dataset: regression for continuous measurements (e.g., permeability, clearance, half-life) or binary classification for categorical outcomes (e.g., BBB penetration, CYP inhibition). For this dataset (solubility_aqsoldb), we predict Y. (1) The compound is CC(C)(c1cc(Br)c(O)c(Br)c1)c1cc(Br)c(O)c(Br)c1.ClCC1CO1. The Y is -7.27 log mol/L. (2) The drug is CC(C)(C)NC(N)=O. The Y is -0.731 log mol/L. (3) The compound is Cn1cnc2[nH]c(=O)nc(NCCO)c21. The Y is 0.0800 log mol/L.